This data is from Full USPTO retrosynthesis dataset with 1.9M reactions from patents (1976-2016). The task is: Predict the reactants needed to synthesize the given product. (1) Given the product [ClH:22].[N+:1]([C:4]1[CH:9]=[CH:8][C:7]([N:10]2[CH2:15][CH2:14][CH:13]([C:16]([Cl:22])=[O:18])[CH2:12][CH2:11]2)=[CH:6][CH:5]=1)([O-:3])=[O:2], predict the reactants needed to synthesize it. The reactants are: [N+:1]([C:4]1[CH:9]=[CH:8][C:7]([N:10]2[CH2:15][CH2:14][CH:13]([C:16]([OH:18])=O)[CH2:12][CH2:11]2)=[CH:6][CH:5]=1)([O-:3])=[O:2].C(Cl)(=O)C([Cl:22])=O. (2) Given the product [NH2:1][C:2]1[C:3]([F:24])=[C:4]2[C:8]([C:7]3[C:6]([CH2:20][CH2:21][CH2:22][CH3:23])([CH2:5]2)[CH2:13][CH2:14][C:15](=[O:19])[C:16]=3[CH2:17][CH3:18])=[CH:9][C:10]=1[F:11], predict the reactants needed to synthesize it. The reactants are: [NH2:1][C:2]1[C:3]([F:24])=[C:4]2[C:8](=[CH:9][C:10]=1[F:11])[C:7](=O)[C:6]([CH2:20][CH2:21][CH2:22][CH3:23])([CH2:13][CH2:14][C:15](=[O:19])[CH2:16][CH2:17][CH3:18])[CH2:5]2.C(O)(=O)C.Cl.C([O-])([O-])=O.[Na+].[Na+]. (3) Given the product [C:1]([O:5][C:6]([N:8]1[CH2:13][CH2:12][CH:11]([C:14]2[CH:15]=[CH:16][N:17]=[CH:18][C:19]=2[CH2:20][OH:21])[CH2:10][CH2:9]1)=[O:7])([CH3:4])([CH3:2])[CH3:3], predict the reactants needed to synthesize it. The reactants are: [C:1]([O:5][C:6]([N:8]1[CH2:13][CH2:12][CH:11]([C:14]2[C:19]([C:20](OC)=[O:21])=[CH:18][N:17]=[CH:16][CH:15]=2)[CH2:10][CH2:9]1)=[O:7])([CH3:4])([CH3:3])[CH3:2].[H-].[Al+3].[Li+].[H-].[H-].[H-]. (4) Given the product [Br:1][C:2]1[C:3]([CH:8]=[O:10])=[N:4][CH:5]=[CH:6][CH:7]=1, predict the reactants needed to synthesize it. The reactants are: [Br:1][C:2]1[C:3]([CH3:8])=[N:4][CH:5]=[CH:6][CH:7]=1.[Se](=O)=[O:10]. (5) The reactants are: [F:1][C:2]1[CH:3]=[C:4]2[C:11]([I:12])=[N:10][NH:9][C:5]2=[N:6][C:7]=1[CH3:8].C(=O)([O-])[O-].[Cs+].[Cs+].Br[CH2:20][C:21]1[CH:26]=[CH:25][CH:24]=[C:23]([F:27])[C:22]=1[F:28].O. Given the product [F:28][C:22]1[C:23]([F:27])=[CH:24][CH:25]=[CH:26][C:21]=1[CH2:20][N:9]1[C:5]2=[N:6][C:7]([CH3:8])=[C:2]([F:1])[CH:3]=[C:4]2[C:11]([I:12])=[N:10]1, predict the reactants needed to synthesize it. (6) Given the product [Cl:2][C:3]1[CH:9]=[C:8]([CH3:10])[C:6]([NH:7][C:25](=[O:28])[CH2:32][N:22]2[CH2:21][CH:20]=[C:19]([C:14]3[CH:15]=[CH:16][CH:17]=[CH:18][N:13]=3)[CH2:24][CH2:23]2)=[C:5]([CH3:11])[CH:4]=1, predict the reactants needed to synthesize it. The reactants are: Cl.[Cl:2][C:3]1[CH:9]=[C:8]([CH3:10])[C:6]([NH2:7])=[C:5]([CH3:11])[CH:4]=1.Cl.[N:13]1[CH:18]=[CH:17][CH:16]=[CH:15][C:14]=1[C:19]1[CH2:20][CH2:21][NH:22][CH2:23][CH:24]=1.[C:25](=[O:28])([O-])[O-].[Na+].[Na+].N1C=CC=C[CH:32]=1. (7) Given the product [F:1][C:2]1[CH:10]=[C:9]([F:11])[C:8]([F:12])=[CH:7][C:3]=1[C:4]([NH:22][S:19]([C:13]1[CH:18]=[CH:17][CH:16]=[CH:15][CH:14]=1)(=[O:21])=[O:20])=[O:6], predict the reactants needed to synthesize it. The reactants are: [F:1][C:2]1[CH:10]=[C:9]([F:11])[C:8]([F:12])=[CH:7][C:3]=1[C:4]([OH:6])=O.[C:13]1([S:19]([NH2:22])(=[O:21])=[O:20])[CH:18]=[CH:17][CH:16]=[CH:15][CH:14]=1.